This data is from Catalyst prediction with 721,799 reactions and 888 catalyst types from USPTO. The task is: Predict which catalyst facilitates the given reaction. (1) Reactant: [NH2:1][C:2]1[N:7]=[C:6](S(C)=O)[C:5]([C:11]2[CH:12]=[CH:13][C:14](=[O:20])[N:15]([CH:17]([CH3:19])[CH3:18])[N:16]=2)=[C:4]([C:21]2[CH:26]=[CH:25][CH:24]=[CH:23][CH:22]=2)[N:3]=1.[CH3:27][O-:28].[Na+]. Product: [NH2:1][C:2]1[N:7]=[C:6]([O:28][CH3:27])[C:5]([C:11]2[CH:12]=[CH:13][C:14](=[O:20])[N:15]([CH:17]([CH3:19])[CH3:18])[N:16]=2)=[C:4]([C:21]2[CH:26]=[CH:25][CH:24]=[CH:23][CH:22]=2)[N:3]=1. The catalyst class is: 5. (2) Reactant: [CH3:1][C:2]1[N:7]([C:8]2[CH:13]=[CH:12][CH:11]=[C:10]([C:14]([F:17])([F:16])[F:15])[CH:9]=2)[C:6](=[O:18])[C:5]([C:19](O)=[O:20])=[CH:4][CH:3]=1.[CH3:22][S:23][C:24]1[CH:31]=[CH:30][C:27]([CH2:28][NH2:29])=[CH:26][CH:25]=1.CN(C(ON1N=NC2C=CC=CC1=2)=[N+](C)C)C.F[P-](F)(F)(F)(F)F.CCN(C(C)C)C(C)C. Product: [CH3:1][C:2]1[N:7]([C:8]2[CH:13]=[CH:12][CH:11]=[C:10]([C:14]([F:15])([F:16])[F:17])[CH:9]=2)[C:6](=[O:18])[C:5]([C:19]([NH:29][CH2:28][C:27]2[CH:30]=[CH:31][C:24]([S:23][CH3:22])=[CH:25][CH:26]=2)=[O:20])=[CH:4][CH:3]=1. The catalyst class is: 296. (3) Reactant: [CH2:1]([C:3]([C:19]1[CH:24]=[CH:23][C:22]([O:25][CH2:26][CH2:27][CH2:28][C:29](OCC)=[O:30])=[CH:21][CH:20]=1)=[C:4]([C:12]1[CH:17]=[CH:16][C:15]([OH:18])=[CH:14][CH:13]=1)[C:5]1[CH:10]=[CH:9][C:8]([OH:11])=[CH:7][CH:6]=1)[CH3:2].[H-].[Al+3].[Li+].[H-].[H-].[H-]. Product: [OH:30][CH2:29][CH2:28][CH2:27][CH2:26][O:25][C:22]1[CH:21]=[CH:20][C:19]([C:3]([CH2:1][CH3:2])=[C:4]([C:5]2[CH:6]=[CH:7][C:8]([OH:11])=[CH:9][CH:10]=2)[C:12]2[CH:17]=[CH:16][C:15]([OH:18])=[CH:14][CH:13]=2)=[CH:24][CH:23]=1. The catalyst class is: 1. (4) Reactant: [NH2:1][C:2]1[N:3]([CH3:26])[C:4](=[O:25])[C:5]([C:17]2[CH:18]=[C:19]([CH:22]=[CH:23][CH:24]=2)[CH:20]=O)([C:7]2[CH:12]=[CH:11][C:10]([O:13][CH:14]([F:16])[F:15])=[CH:9][CH:8]=2)[N:6]=1.[CH2:27]([NH2:31])[CH2:28][CH2:29][CH3:30].[BH4-].[Na+].[OH-].[Na+]. Product: [NH2:1][C:2]1[N:3]([CH3:26])[C:4](=[O:25])[C:5]([C:17]2[CH:24]=[CH:23][CH:22]=[C:19]([CH2:20][NH:31][CH2:27][CH2:28][CH2:29][CH3:30])[CH:18]=2)([C:7]2[CH:8]=[CH:9][C:10]([O:13][CH:14]([F:15])[F:16])=[CH:11][CH:12]=2)[N:6]=1. The catalyst class is: 5. (5) Reactant: [CH2:1]([O:3][C:4]([C:6]1([C:9]2[CH:14]=[CH:13][C:12]([C:15]3[CH:20]=[CH:19][C:18]([C:21]4[S:22][C:23]([Cl:29])=[CH:24][C:25]=4C(=O)N)=[CH:17][CH:16]=3)=[CH:11][CH:10]=2)[CH2:8][CH2:7]1)=[O:5])[CH3:2].[N:30]1[CH:35]=CC=CC=1.FC(F)(F)C(OI(C1C=CC=CC=1)OC(=O)C(F)(F)F)=[O:39].[F:57][C:58]1[CH:59]=[C:60]([C@H:65]([OH:67])[CH3:66])[CH:61]=[CH:62][C:63]=1[F:64]. Product: [CH2:1]([O:3][C:4]([C:6]1([C:9]2[CH:10]=[CH:11][C:12]([C:15]3[CH:16]=[CH:17][C:18]([C:21]4[S:22][C:23]([Cl:29])=[CH:24][C:25]=4[NH:30][C:35]([O:67][C@@H:65]([C:60]4[CH:61]=[CH:62][C:63]([F:64])=[C:58]([F:57])[CH:59]=4)[CH3:66])=[O:39])=[CH:19][CH:20]=3)=[CH:13][CH:14]=2)[CH2:8][CH2:7]1)=[O:5])[CH3:2]. The catalyst class is: 133. (6) Reactant: [OH:1][C:2]1[C:3]([C:16](=[O:18])[CH3:17])=[CH:4][C:5]2[C:6]([CH3:15])([CH3:14])[CH2:7][CH2:8][C:9]([CH3:13])([CH3:12])[C:10]=2[CH:11]=1.[CH2:19](Br)[C:20]1[CH:25]=[CH:24][CH:23]=[CH:22][CH:21]=1. Product: [CH2:19]([O:1][C:2]1[C:3]([C:16](=[O:18])[CH3:17])=[CH:4][C:5]2[C:6]([CH3:15])([CH3:14])[CH2:7][CH2:8][C:9]([CH3:12])([CH3:13])[C:10]=2[CH:11]=1)[C:20]1[CH:25]=[CH:24][CH:23]=[CH:22][CH:21]=1. The catalyst class is: 16. (7) The catalyst class is: 45. Reactant: [CH3:1][O:2][C:3]1[CH:4]=[C:5]([N:9]2[C:18]3[C:13](=[CH:14][C:15]([F:32])=[C:16]([N:19]4[CH2:23][CH2:22][CH:21]([NH:24][C:25]([O:27][C:28]([CH3:31])([CH3:30])[CH3:29])=[O:26])[CH2:20]4)[CH:17]=3)[C:12](=[O:33])[N:11]([O:34]CC3C=CC=CC=3)[C:10]2=[O:42])[CH:6]=[CH:7][CH:8]=1. Product: [CH3:1][O:2][C:3]1[CH:4]=[C:5]([N:9]2[C:18]3[C:13](=[CH:14][C:15]([F:32])=[C:16]([N:19]4[CH2:23][CH2:22][CH:21]([NH:24][C:25]([O:27][C:28]([CH3:31])([CH3:29])[CH3:30])=[O:26])[CH2:20]4)[CH:17]=3)[C:12](=[O:33])[N:11]([OH:34])[C:10]2=[O:42])[CH:6]=[CH:7][CH:8]=1. (8) Reactant: [Br:1][C:2]1[CH:21]=[CH:20][C:5]([CH2:6][NH:7][C:8](=[O:19])[C:9]2[CH:14]=[C:13]([CH3:15])[C:12]([F:16])=[CH:11][C:10]=2[O:17]C)=[C:4]([F:22])[CH:3]=1.Br.[Na+].[Cl-].C(OCC)(=O)C. Product: [Br:1][C:2]1[CH:21]=[CH:20][C:5]([CH2:6][NH:7][C:8](=[O:19])[C:9]2[CH:14]=[C:13]([CH3:15])[C:12]([F:16])=[CH:11][C:10]=2[OH:17])=[C:4]([F:22])[CH:3]=1. The catalyst class is: 15. (9) Reactant: [CH3:1][C@@H:2]1[CH2:7][CH2:6][NH:5][CH2:4][C@@H:3]1[N:8]1[C:12]2=[C:13]3[CH:19]=[CH:18][NH:17][C:14]3=[N:15][CH:16]=[C:11]2[NH:10][C:9]1=[O:20].[Cl:21][C:22]1[N:27]=[C:26](Cl)[CH:25]=[CH:24][N:23]=1.C(N(CC)CC)C.O. Product: [Cl:21][C:22]1[N:27]=[C:26]([N:5]2[CH2:6][CH2:7][C@@H:2]([CH3:1])[C@@H:3]([N:8]3[C:12]4=[C:13]5[CH:19]=[CH:18][NH:17][C:14]5=[N:15][CH:16]=[C:11]4[NH:10][C:9]3=[O:20])[CH2:4]2)[CH:25]=[CH:24][N:23]=1. The catalyst class is: 8.